Dataset: Forward reaction prediction with 1.9M reactions from USPTO patents (1976-2016). Task: Predict the product of the given reaction. (1) Given the reactants C(N(C(C)C)CC)(C)C.C(Cl)CCl.C1C=NC2N(O)N=NC=2C=1.[Cl:24][C:25]1[C:29]([Cl:30])=[C:28]([CH3:31])[NH:27][C:26]=1[C:32](NC1CCN(C2C=CN=C(S(C)=O)N=2)CC1)=[O:33].Cl.[NH2:51][CH:52]1[CH2:57][CH2:56][N:55]([C:58]2[CH:59]=[C:60]([CH:64]=[C:65]([Cl:67])[N:66]=2)[C:61]([NH2:63])=[O:62])[CH2:54][CH2:53]1, predict the reaction product. The product is: [Cl:67][C:65]1[CH:64]=[C:60]([CH:59]=[C:58]([N:55]2[CH2:54][CH2:53][CH:52]([NH:51][C:32]([C:26]3[NH:27][C:28]([CH3:31])=[C:29]([Cl:30])[C:25]=3[Cl:24])=[O:33])[CH2:57][CH2:56]2)[N:66]=1)[C:61]([NH2:63])=[O:62]. (2) Given the reactants C([BH3-])#N.[Na+].Cl.[F:6][C:7]1[CH:12]=[CH:11][C:10]([CH:13]([NH:21][C:22]([CH:24]2[CH2:29][CH2:28][C:27](=[N+:30]3[CH2:35][CH2:34][O:33][CH2:32][CH2:31]3)[CH2:26][CH:25]2[C:36]2[CH:41]=[CH:40][C:39]([F:42])=[CH:38][CH:37]=2)=[O:23])[C:14]2[CH:19]=[CH:18][C:17]([F:20])=[CH:16][CH:15]=2)=[CH:9][CH:8]=1.[OH-].[Na+], predict the reaction product. The product is: [F:6][C:7]1[CH:8]=[CH:9][C:10]([CH:13]([C:14]2[CH:15]=[CH:16][C:17]([F:20])=[CH:18][CH:19]=2)[NH:21][C:22]([CH:24]2[CH2:29][CH2:28][CH:27]([N:30]3[CH2:31][CH2:32][O:33][CH2:34][CH2:35]3)[CH2:26][CH:25]2[C:36]2[CH:41]=[CH:40][C:39]([F:42])=[CH:38][CH:37]=2)=[O:23])=[CH:11][CH:12]=1. (3) Given the reactants [F:1][C:2]1[CH:7]=[C:6]([C:8]2[C:13]3[CH:14]=[C:15]([C:17]([O:19][CH3:20])=[O:18])[NH:16][C:12]=3[CH:11]=[CH:10][N:9]=2)[CH:5]=[CH:4][N:3]=1.[H-].[Na+].Br[CH2:24][CH2:25][O:26][C:27]1[CH:32]=[CH:31][C:30]([Cl:33])=[CH:29][CH:28]=1, predict the reaction product. The product is: [Cl:33][C:30]1[CH:31]=[CH:32][C:27]([O:26][CH2:25][CH2:24][N:16]2[C:12]3[CH:11]=[CH:10][N:9]=[C:8]([C:6]4[CH:5]=[CH:4][N:3]=[C:2]([F:1])[CH:7]=4)[C:13]=3[CH:14]=[C:15]2[C:17]([O:19][CH3:20])=[O:18])=[CH:28][CH:29]=1. (4) Given the reactants [NH2:1][C:2]1([C:6]2[CH:11]=[CH:10][C:9]([C:12]3[N:13]=[C:14]4[C:19]([CH3:20])=[C:18]([CH3:21])[C:17]([C:22]([O:24]C)=O)=[N:16][N:15]4[C:26]=3[C:27]3[CH:32]=[CH:31][CH:30]=[CH:29][CH:28]=3)=[CH:8][CH:7]=2)[CH2:5][CH2:4][CH2:3]1.CO.[NH3:35], predict the reaction product. The product is: [NH2:1][C:2]1([C:6]2[CH:11]=[CH:10][C:9]([C:12]3[N:13]=[C:14]4[C:19]([CH3:20])=[C:18]([CH3:21])[C:17]([C:22]([NH2:35])=[O:24])=[N:16][N:15]4[C:26]=3[C:27]3[CH:32]=[CH:31][CH:30]=[CH:29][CH:28]=3)=[CH:8][CH:7]=2)[CH2:3][CH2:4][CH2:5]1.